Task: Predict the reactants needed to synthesize the given product.. Dataset: Full USPTO retrosynthesis dataset with 1.9M reactions from patents (1976-2016) (1) The reactants are: [Cl:1][C:2]1[CH:7]=[CH:6][C:5](/[CH:8]=[CH:9]/[C:10]2[CH:11]=[C:12]([N:16]3[C:20]([CH2:21][O:22][CH3:23])=[C:19]([C:24](O)=[O:25])[C:18]([CH2:27][O:28][CH3:29])=[N:17]3)[CH:13]=[CH:14][CH:15]=2)=[CH:4][CH:3]=1.[CH2:30]([N:32]([CH2:38][CH3:39])[CH:33]1[CH2:37][CH2:36][NH:35][CH2:34]1)[CH3:31]. Given the product [Cl:1][C:2]1[CH:3]=[CH:4][C:5](/[CH:8]=[CH:9]/[C:10]2[CH:11]=[C:12]([N:16]3[C:20]([CH2:21][O:22][CH3:23])=[C:19]([C:24]([N:35]4[CH2:36][CH2:37][CH:33]([N:32]([CH2:38][CH3:39])[CH2:30][CH3:31])[CH2:34]4)=[O:25])[C:18]([CH2:27][O:28][CH3:29])=[N:17]3)[CH:13]=[CH:14][CH:15]=2)=[CH:6][CH:7]=1, predict the reactants needed to synthesize it. (2) Given the product [CH3:1][C:2]1[C:6]([CH:7]=[O:8])=[CH:5][N:4]([C:9]2[CH:14]=[CH:13][C:12]([C:15]([F:18])([F:16])[F:17])=[CH:11][N:10]=2)[N:3]=1, predict the reactants needed to synthesize it. The reactants are: [CH3:1][C:2]1[C:6]([CH2:7][OH:8])=[CH:5][N:4]([C:9]2[CH:14]=[CH:13][C:12]([C:15]([F:18])([F:17])[F:16])=[CH:11][N:10]=2)[N:3]=1. (3) Given the product [Cl:1][C:2]1[CH:9]=[C:8]([N:10]([C@H:11]2[CH2:15][CH2:14][N:13]([CH2:32][C:28]3[C:29](=[O:31])[NH:30][C:25](=[O:24])[NH:26][CH:27]=3)[CH2:12]2)[CH2:16][C:17]2[CH:22]=[CH:21][CH:20]=[CH:19][C:18]=2[CH3:23])[CH:7]=[CH:6][C:3]=1[C:4]#[N:5], predict the reactants needed to synthesize it. The reactants are: [Cl:1][C:2]1[CH:9]=[C:8]([N:10]([CH2:16][C:17]2[CH:22]=[CH:21][CH:20]=[CH:19][C:18]=2[CH3:23])[C@H:11]2[CH2:15][CH2:14][NH:13][CH2:12]2)[CH:7]=[CH:6][C:3]=1[C:4]#[N:5].[O:24]=[C:25]1[NH:30][C:29](=[O:31])[C:28]([CH:32]=O)=[CH:27][NH:26]1. (4) Given the product [C:1]([C:5]1[CH:24]=[C:23]([Cl:25])[CH:22]=[CH:21][C:6]=1[O:7][CH2:8][CH:9]1[CH2:10][N:11]([C:13](=[O:20])[CH2:14][C:15]([OH:17])=[O:16])[CH2:12]1)([CH3:4])([CH3:2])[CH3:3], predict the reactants needed to synthesize it. The reactants are: [C:1]([C:5]1[CH:24]=[C:23]([Cl:25])[CH:22]=[CH:21][C:6]=1[O:7][CH2:8][CH:9]1[CH2:12][N:11]([C:13](=[O:20])[CH2:14][C:15]([O:17]CC)=[O:16])[CH2:10]1)([CH3:4])([CH3:3])[CH3:2].[OH-].[Li+].Cl. (5) The reactants are: C([NH:4][C:5]1[CH:10]=[C:9]([C:11]2[CH:16]=[CH:15][C:14]([Br:17])=[C:13]([F:18])[CH:12]=2)[N:8]=[C:7]([C:19]([O:21][CH3:22])=[O:20])[C:6]=1[Cl:23])(=O)C.C(Cl)(=O)C. Given the product [NH2:4][C:5]1[CH:10]=[C:9]([C:11]2[CH:16]=[CH:15][C:14]([Br:17])=[C:13]([F:18])[CH:12]=2)[N:8]=[C:7]([C:19]([O:21][CH3:22])=[O:20])[C:6]=1[Cl:23], predict the reactants needed to synthesize it.